From a dataset of Forward reaction prediction with 1.9M reactions from USPTO patents (1976-2016). Predict the product of the given reaction. (1) Given the reactants C([C@@H]1COC(=O)N1[C:14](=[O:28])[C@@:15]([CH:23]1[CH2:27][CH2:26][CH2:25][CH2:24]1)([C:17]1[CH:22]=[CH:21][CH:20]=[CH:19][CH:18]=1)[CH3:16])C1C=CC=CC=1.OO.O.[OH-].[Li+].S(S([O-])=O)([O-])(=O)=[O:35].[Na+].[Na+], predict the reaction product. The product is: [CH:23]1([C@:15]([C:17]2[CH:18]=[CH:19][CH:20]=[CH:21][CH:22]=2)([CH3:16])[C:14]([OH:28])=[O:35])[CH2:24][CH2:25][CH2:26][CH2:27]1. (2) Given the reactants [CH3:1][O:2][CH2:3][CH2:4][C:5]1[N:6]([CH2:18][CH2:19][C:20]([N:22]2[CH2:27][CH2:26][O:25][CH2:24][CH2:23]2)=[O:21])[C:7]2[C:16]3[CH:15]=[CH:14][CH:13]=[CH:12][C:11]=3[N:10]=[CH:9][C:8]=2[N:17]=1.C1C=C(Cl)C=C(C(OO)=O)C=1.C1(C)C=CC(S(Cl)(=O)=O)=CC=1.[OH-].[NH4+:51], predict the reaction product. The product is: [CH3:1][O:2][CH2:3][CH2:4][C:5]1[N:6]([CH2:18][CH2:19][C:20]([N:22]2[CH2:23][CH2:24][O:25][CH2:26][CH2:27]2)=[O:21])[C:7]2[C:16]3[CH:15]=[CH:14][CH:13]=[CH:12][C:11]=3[N:10]=[C:9]([NH2:51])[C:8]=2[N:17]=1.